From a dataset of Full USPTO retrosynthesis dataset with 1.9M reactions from patents (1976-2016). Predict the reactants needed to synthesize the given product. (1) Given the product [CH3:1][N:2]1[C:6]([C:7]2[S:11][C:10]([NH:12][C:19](=[O:23])[CH:20]([CH3:22])[CH3:21])=[N:9][C:8]=2[C:13]2[CH:14]=[CH:15][CH:16]=[CH:17][CH:18]=2)=[N:5][N:4]=[N:3]1, predict the reactants needed to synthesize it. The reactants are: [CH3:1][N:2]1[C:6]([C:7]2[S:11][C:10]([NH2:12])=[N:9][C:8]=2[C:13]2[CH:18]=[CH:17][CH:16]=[CH:15][CH:14]=2)=[N:5][N:4]=[N:3]1.[C:19](Cl)(=[O:23])[CH:20]([CH3:22])[CH3:21]. (2) Given the product [CH3:8][CH:6]([OH:7])[CH2:4][N:5]([N:18]=[O:21])[CH2:34][C:33]([CH3:37])=[O:38].[OH:2][CH:3]1[O:11][C@H:10]([CH2:12][OH:13])[C@@H:8]([OH:9])[C@H:6]([OH:7])[C@H:4]1[NH2:5], predict the reactants needed to synthesize it. The reactants are: Cl.[OH:2][CH:3]1[O:11][C@H:10]([CH2:12][OH:13])[C@@H:8]([OH:9])[C@H:6]([OH:7])[C@H:4]1[NH2:5].C1C(=O)[N:18]([O:21]C(CCC2C=CC(O)=CC=2)=O)C(=O)C1.[CH2:33]1[CH2:37]OC[CH2:34]1.[OH2:38]. (3) Given the product [CH3:20][C:19]([CH3:22])([CH3:21])[C:18]([NH:17][C:15]1[N:16]=[C:11]([NH:10][C:8](=[O:9])[C:7]([CH3:25])([CH3:24])[CH3:6])[CH:12]=[CH:13][C:14]=1[C:26]([OH:28])=[O:27])=[O:23], predict the reactants needed to synthesize it. The reactants are: C([Li])CCC.[CH3:6][C:7]([CH3:25])([CH3:24])[C:8]([NH:10][C:11]1[N:16]=[C:15]([NH:17][C:18](=[O:23])[C:19]([CH3:22])([CH3:21])[CH3:20])[CH:14]=[CH:13][CH:12]=1)=[O:9].[C:26](=[O:28])=[O:27].Cl. (4) Given the product [NH2:10][CH:9]([C:4]1[CH:5]=[CH:6][C:7]([F:8])=[C:2]([F:1])[CH:3]=1)[CH2:13][OH:12], predict the reactants needed to synthesize it. The reactants are: [F:1][C:2]1[CH:3]=[C:4]([CH:9]2[CH2:13][O:12]C(=O)[NH:10]2)[CH:5]=[CH:6][C:7]=1[F:8].O.[OH-].[K+]. (5) Given the product [Si:10]([C:9]#[C:8][C:5]1[CH:4]=[CH:3][C:2]([C:22]2[CH:23]=[CH:24][C:19]([CH3:28])=[CH:20][CH:21]=2)=[CH:7][N:6]=1)([C:13]([CH3:16])([CH3:15])[CH3:14])([CH3:12])[CH3:11], predict the reactants needed to synthesize it. The reactants are: Br[C:2]1[CH:3]=[CH:4][C:5]([C:8]#[C:9][Si:10]([C:13]([CH3:16])([CH3:15])[CH3:14])([CH3:12])[CH3:11])=[N:6][CH:7]=1.CO.[C:19]1([CH3:28])[CH:24]=[CH:23][C:22](B(O)O)=[CH:21][CH:20]=1.C([O-])([O-])=O.[Na+].[Na+]. (6) Given the product [Cl:1][C:2]1[CH:3]=[C:4]([N:9]2[C:14]([CH3:15])=[CH:12][C:11]([OH:13])=[N:10]2)[CH:5]=[CH:6][C:7]=1[Cl:8], predict the reactants needed to synthesize it. The reactants are: [Cl:1][C:2]1[CH:3]=[C:4]([NH:9][NH:10][C:11](=[O:13])[CH3:12])[CH:5]=[CH:6][C:7]=1[Cl:8].[C:14](OCC)(=O)[CH2:15]C(C)=O.P(Cl)(Cl)Cl. (7) Given the product [CH2:1]([O:3][C:4](=[O:35])[CH2:5][C:6]1[CH:7]=[C:8]([C:14]2[CH:19]=[CH:18][C:17]([NH:20][C:41](=[O:42])[C:40]3[CH:44]=[CH:45][C:37]([Cl:36])=[CH:38][CH:39]=3)=[CH:16][C:15]=2[CH2:21][N:22]([C:25]([O:27][CH2:28][C:29]2[CH:34]=[CH:33][CH:32]=[CH:31][CH:30]=2)=[O:26])[CH2:23][CH3:24])[C:9]([O:12][CH3:13])=[CH:10][CH:11]=1)[CH3:2], predict the reactants needed to synthesize it. The reactants are: [CH2:1]([O:3][C:4](=[O:35])[CH2:5][C:6]1[CH:7]=[C:8]([C:14]2[CH:19]=[CH:18][C:17]([NH2:20])=[CH:16][C:15]=2[CH2:21][N:22]([C:25]([O:27][CH2:28][C:29]2[CH:34]=[CH:33][CH:32]=[CH:31][CH:30]=2)=[O:26])[CH2:23][CH3:24])[C:9]([O:12][CH3:13])=[CH:10][CH:11]=1)[CH3:2].[Cl:36][C:37]1[CH:45]=[CH:44][C:40]([C:41](Cl)=[O:42])=[CH:39][CH:38]=1.C(N(CC)CC)C. (8) Given the product [CH2:30]([O:32][C:28](=[NH:29])[C:24]1[CH:25]=[CH:26][CH:27]=[C:22]([NH:21][C:19]([NH:18][C:15]2[CH:14]=[CH:13][C:12]([S:9](=[O:10])(=[O:11])[NH:8][CH2:1][C:2]3[CH:7]=[CH:6][CH:5]=[CH:4][CH:3]=3)=[CH:17][CH:16]=2)=[O:20])[CH:23]=1)[CH3:31], predict the reactants needed to synthesize it. The reactants are: [CH2:1]([NH:8][S:9]([C:12]1[CH:17]=[CH:16][C:15]([NH:18][C:19]([NH:21][C:22]2[CH:27]=[CH:26][CH:25]=[C:24]([C:28]#[N:29])[CH:23]=2)=[O:20])=[CH:14][CH:13]=1)(=[O:11])=[O:10])[C:2]1[CH:7]=[CH:6][CH:5]=[CH:4][CH:3]=1.[CH2:30]([OH:32])[CH3:31]. (9) Given the product [CH3:18][CH:19]1[O:23][CH:22]([OH:24])[CH:21]([O:25][C:26]2[CH:31]=[CH:30][CH:29]=[CH:28][CH:27]=2)[CH2:20]1, predict the reactants needed to synthesize it. The reactants are: [H-].C([Al+]CC(C)C)C(C)C.C1(C)C=CC=CC=1.[CH3:18][CH:19]1[O:23][C:22](=[O:24])[CH:21]([O:25][C:26]2[CH:31]=[CH:30][CH:29]=[CH:28][CH:27]=2)[CH2:20]1.CO.C(C(C(C([O-])=O)O)O)([O-])=O.[Na+].[K+].